Dataset: Forward reaction prediction with 1.9M reactions from USPTO patents (1976-2016). Task: Predict the product of the given reaction. (1) The product is: [C:1]([C:5]1[CH:6]=[C:7]2[C:12](=[C:13]([F:15])[CH:14]=1)[C:11](=[O:16])[N:10]([C:17]1[CH:24]=[CH:23][CH:22]=[C:21]([Cl:25])[C:18]=1[CH2:19][OH:20])[N:9]=[CH:8]2)([CH3:4])([CH3:2])[CH3:3]. Given the reactants [C:1]([C:5]1[CH:6]=[C:7]2[C:12](=[C:13]([F:15])[CH:14]=1)[C:11](=[O:16])[N:10]([C:17]1[CH:24]=[CH:23][CH:22]=[C:21]([Cl:25])[C:18]=1[CH:19]=[O:20])[N:9]=[CH:8]2)([CH3:4])([CH3:3])[CH3:2].[BH4-].[Na+], predict the reaction product. (2) The product is: [C:11]1([C:2]2[CH:7]=[C:6]([F:8])[CH:5]=[CH:4][C:3]=2[O:9][CH3:10])[CH2:15][CH2:14][CH2:13][CH:12]=1. Given the reactants Br[C:2]1[CH:7]=[C:6]([F:8])[CH:5]=[CH:4][C:3]=1[O:9][CH3:10].[C:11]1(B(O)O)[CH2:15][CH2:14][CH2:13][CH:12]=1.C([O-])([O-])=O.[Na+].[Na+], predict the reaction product. (3) Given the reactants Cl[C:2]1[CH:7]=[C:6]([Cl:8])[N:5]=[C:4]([NH2:9])[N:3]=1.[Cl:10][C:11]1[CH:12]=[CH:13][C:14]([CH3:20])=[C:15](B(O)O)[CH:16]=1.C1(P(C2C=CC=CC=2)C2C=CC=CC=2)C=CC=CC=1.C(=O)([O-])[O-].[Na+].[Na+], predict the reaction product. The product is: [Cl:8][C:6]1[CH:7]=[C:2]([C:13]2[CH:12]=[C:11]([Cl:10])[CH:16]=[CH:15][C:14]=2[CH3:20])[N:3]=[C:4]([NH2:9])[N:5]=1. (4) Given the reactants [Br:1][C:2]1[C:10]2[N:9]=[C:8]([C:11]3[CH:16]=[CH:15][C:14]([CH:17]([CH3:19])[CH3:18])=[CH:13][CH:12]=3)[N:7]([CH2:20][CH2:21][O:22][CH3:23])[C:6]=2[C:5]([O:24][CH3:25])=[CH:4][C:3]=1[C:26]([C:28]1[CH:33]=[CH:32][CH:31]=[C:30]([O:34][CH3:35])[CH:29]=1)=O.[OH-].[K+].O.NN.Cl, predict the reaction product. The product is: [Br:1][C:2]1[C:10]2[N:9]=[C:8]([C:11]3[CH:12]=[CH:13][C:14]([CH:17]([CH3:19])[CH3:18])=[CH:15][CH:16]=3)[N:7]([CH2:20][CH2:21][O:22][CH3:23])[C:6]=2[C:5]([O:24][CH3:25])=[CH:4][C:3]=1[CH2:26][C:28]1[CH:33]=[CH:32][CH:31]=[C:30]([O:34][CH3:35])[CH:29]=1. (5) Given the reactants [CH3:1][O:2][C:3]1[CH:4]=[CH:5][N:6]=[C:7]([CH2:11][S+:12]([O-:26])[C:13]2[N-:14][C:15]3[CH:16]=[CH:17][C:18]([O:22][CH:23]([F:25])[F:24])=[CH:19][C:20]=3[N:21]=2)[C:8]=1[O:9][CH3:10].[Na+].ClCCl.C(O)(=O)C, predict the reaction product. The product is: [CH3:1][O:2][C:3]1[CH:4]=[CH:5][N:6]=[C:7]([CH2:11][S+:12]([O-:26])[C:13]2[NH:14][C:15]3[CH:16]=[CH:17][C:18]([O:22][CH:23]([F:24])[F:25])=[CH:19][C:20]=3[N:21]=2)[C:8]=1[O:9][CH3:10]. (6) Given the reactants [CH:1]1([CH2:6][CH2:7][CH2:8][OH:9])[CH2:5][CH2:4][CH2:3][CH2:2]1.C(N(CC)CC)C.[Br:17][C:18]1[CH:23]=[CH:22][C:21]([S:24](Cl)(=[O:26])=[O:25])=[CH:20][CH:19]=1, predict the reaction product. The product is: [Br:17][C:18]1[CH:23]=[CH:22][C:21]([S:24]([O:9][CH2:8][CH2:7][CH2:6][CH:1]2[CH2:5][CH2:4][CH2:3][CH2:2]2)(=[O:26])=[O:25])=[CH:20][CH:19]=1.